From a dataset of Forward reaction prediction with 1.9M reactions from USPTO patents (1976-2016). Predict the product of the given reaction. (1) Given the reactants [NH2:1][C@H:2]([C:9]([OH:11])=[O:10])CC1N=CNC=1.[NH2:12][C@H:13]([C:15]([OH:17])=[O:16])[CH3:14], predict the reaction product. The product is: [NH2:12][C@H:13]([C:15]([OH:17])=[O:16])[CH2:14][C:9]([OH:11])=[O:10].[NH2:1][CH2:2][C:9]([OH:11])=[O:10]. (2) Given the reactants [CH3:1][C@H:2]([NH:5][C:6](=[O:12])[O:7][C:8]([CH3:11])([CH3:10])[CH3:9])[CH:3]=[CH2:4].Br[C:14]1[CH:22]=[CH:21][CH:20]=[C:19]2[C:15]=1[CH:16]=[N:17][N:18]2[C:23]1[CH:28]=[CH:27][C:26]([F:29])=[CH:25][CH:24]=1, predict the reaction product. The product is: [F:29][C:26]1[CH:25]=[CH:24][C:23]([N:18]2[C:19]3[C:15](=[C:14](/[CH:4]=[CH:3]/[C@@H:2]([NH:5][C:6](=[O:12])[O:7][C:8]([CH3:11])([CH3:10])[CH3:9])[CH3:1])[CH:22]=[CH:21][CH:20]=3)[CH:16]=[N:17]2)=[CH:28][CH:27]=1. (3) Given the reactants N1C=CC=CC=1.[Cl:7][C:8]1[CH:9]=[C:10]([CH:13]=[CH:14][C:15]=1[Cl:16])[CH2:11]Br.[CH2:17]([O:19][C:20]([C@:22]1([NH:35][C:36]([O:38][C:39]([CH3:42])([CH3:41])[CH3:40])=[O:37])[C@H:27]([NH2:28])[CH2:26][C@@H:25]2[C@H:23]1[C@@:24]2([F:34])[C:29]([O:31][CH2:32][CH3:33])=[O:30])=[O:21])[CH3:18].[Cl-].[Na+], predict the reaction product. The product is: [CH2:17]([O:19][C:20]([C@:22]1([NH:35][C:36]([O:38][C:39]([CH3:41])([CH3:40])[CH3:42])=[O:37])[C@H:27]([NH:28][CH2:11][C:10]2[CH:13]=[CH:14][C:15]([Cl:16])=[C:8]([Cl:7])[CH:9]=2)[CH2:26][C@@H:25]2[C@H:23]1[C@@:24]2([F:34])[C:29]([O:31][CH2:32][CH3:33])=[O:30])=[O:21])[CH3:18].